This data is from Peptide-MHC class I binding affinity with 185,985 pairs from IEDB/IMGT. The task is: Regression. Given a peptide amino acid sequence and an MHC pseudo amino acid sequence, predict their binding affinity value. This is MHC class I binding data. The peptide sequence is DWSGYSGSF. The MHC is HLA-A02:01 with pseudo-sequence HLA-A02:01. The binding affinity (normalized) is 0.